This data is from Drug-target binding data from BindingDB using Ki measurements. The task is: Regression. Given a target protein amino acid sequence and a drug SMILES string, predict the binding affinity score between them. We predict pKi (pKi = -log10(Ki in M); higher means stronger inhibition). Dataset: bindingdb_ki. The compound is Nc1ncnc2nc(-c3ccc(N4CCOCC4)nc3)cc(-c3cccc(Br)c3)c12. The target protein (P97678) has sequence MGKKLVMAQKRGETRALCLGVAMVVCAAITYYILGTTVLPLYQKSVWTQESTCHLVETNIKDQEELEGRKVPQYPCLWVNVSAVGRWAMLYHTEDTRDQNQQCSYIPRNLDNYQTALVDVKKVRANFYKHHNFYCFSAPQVNETSVVYQRLYGPQILLFSFFWPTFLLTGGLLIIAMVKLNRSLSVLAAQK. The pKi is 5.0.